Dataset: CYP2D6 inhibition data for predicting drug metabolism from PubChem BioAssay. Task: Regression/Classification. Given a drug SMILES string, predict its absorption, distribution, metabolism, or excretion properties. Task type varies by dataset: regression for continuous measurements (e.g., permeability, clearance, half-life) or binary classification for categorical outcomes (e.g., BBB penetration, CYP inhibition). Dataset: cyp2d6_veith. The drug is Nc1c2ccccc2nc2c(O)cccc12. The result is 0 (non-inhibitor).